Dataset: Reaction yield outcomes from USPTO patents with 853,638 reactions. Task: Predict the reaction yield, written as a fraction of the theoretical maximum amount of product (1.0 means a 100% yield; for example, 0.34 means a 34% yield). (1) The reactants are [CH:1]([N:4]1[C:8]([C:9]2[CH:10]=[C:11]3[N:17]([N:18]=2)[C:16]2[CH:19]=[C:20]([C:23](O)=[O:24])[CH:21]=[CH:22][C:15]=2[O:14][CH2:13][CH2:12]3)=[N:7][CH:6]=[N:5]1)([CH3:3])[CH3:2].CCN(C(C)C)C(C)C.CN(C(ON1N=NC2C=CC=NC1=2)=[N+](C)C)C.F[P-](F)(F)(F)(F)F.C1C=CC2N(O)N=NC=2C=1.[NH2:69][CH2:70][C:71]([CH3:74])([OH:73])[CH3:72]. The catalyst is CN(C=O)C. The product is [OH:73][C:71]([CH3:74])([CH3:72])[CH2:70][NH:69][C:23]([C:20]1[CH:21]=[CH:22][C:15]2[O:14][CH2:13][CH2:12][C:11]3[N:17]([N:18]=[C:9]([C:8]4[N:4]([CH:1]([CH3:2])[CH3:3])[N:5]=[CH:6][N:7]=4)[CH:10]=3)[C:16]=2[CH:19]=1)=[O:24]. The yield is 0.670. (2) The reactants are [CH:1]([C:3]1[CH:11]=[CH:10][C:6]([C:7]([OH:9])=[O:8])=[C:5]([CH3:12])[CH:4]=1)=[O:2].S(=O)(=O)(O)O.[CH2:18](O)[CH3:19]. No catalyst specified. The product is [CH:1]([C:3]1[CH:11]=[CH:10][C:6]([C:7]([O:9][CH2:18][CH3:19])=[O:8])=[C:5]([CH3:12])[CH:4]=1)=[O:2]. The yield is 0.800. (3) The reactants are [CH3:1][O:2][C:3](=[O:12])[C:4]1[CH:9]=[CH:8][C:7]([C:10]#[CH:11])=[CH:6][CH:5]=1.C(NC(C)C)(C)C.[CH3:20][CH2:21][CH2:22][CH2:23][CH3:24].N1(CC2C=CC(/C=C/C#CC3C=CC(C(O)=O)=CC=3)=CC=2)CCOCC1. The catalyst is C1COCC1.CCOC(C)=O.C1C=CC(P(C2C=CC=CC=2)[C-]2C=CC=C2)=CC=1.C1C=CC(P(C2C=CC=CC=2)[C-]2C=CC=C2)=CC=1.Cl[Pd]Cl.[Fe+2].[Cu]I. The product is [CH3:1][O:2][C:3](=[O:12])[C:4]1[CH:9]=[CH:8][C:7]([C:10]#[C:11]/[CH:20]=[CH:21]/[CH:22]2[CH2:24][CH2:23]2)=[CH:6][CH:5]=1. The yield is 0.400.